This data is from Experimentally validated miRNA-target interactions with 360,000+ pairs, plus equal number of negative samples. The task is: Binary Classification. Given a miRNA mature sequence and a target amino acid sequence, predict their likelihood of interaction. (1) The miRNA is hsa-miR-3684 with sequence UUAGACCUAGUACACGUCCUU. The protein sequence of the target gene is MPKRKVTFQGVGDEEDEDEIIVPKKKLVDPVAGSGGPGSRFKGKHSLDSDEEEDDDDGGSSKYDILASEDVEGQEAATLPSEGGVRITPFNLQEEMEEGHFDADGNYFLNRDAQIRDSWLDNIDWVKIRERPPGQRQASDSEEEDSLGQTSMSAQALLEGLLELLLPRETVAGALRRLGARGGGKGRKGPGQPSSPQRLDRLSGLADQMVARGNLGVYQETRERLAMRLKGLGCQTLGPHNPTPPPSLDMFAEELAEEELETPTPTQRGEAESRGDGLVDVMWEYKWENTGDAELYGPFT.... Result: 0 (no interaction). (2) The miRNA is hsa-miR-3152-5p with sequence AUUGCCUCUGUUCUAACACAAG. The protein sequence of the target gene is MFISGRRTADKWRAEERLQCPAGSARAALARCADGGAVGPFKCVFVGEMAAQVGAVRVVRAVAAQEEPDKEGKEKPHAGVSPRGVKRQRRSSSGGSQEKRGRPSQEPPLAPPHRRRRSRQHPGPLPPTNAAPTVPGPVEPLLLPPPPPPSLAPAGPAVAAPLPAPSTSALFTFSPLTVSAAGPKHKGHKERHKHHHHRGPDGDPSSCGTDLKHKDKQENGERTGGVPLIKAPKRETPDENGKTQRADDFVLKKIKKKKKKKHREDMRGRRLKMYNKEVQTVCAGLTRISKEILTQGQINS.... Result: 1 (interaction). (3) The miRNA is hsa-miR-6088 with sequence AGAGAUGAAGCGGGGGGGCG. The protein sequence of the target gene is MTRAEVEPGAQAKAENKPGDENANAAEVEPEAPLVVRPKVRTQIMTGARPKVKPKGTPGARPKGETSTPGGAYAKCKPKAIPIARSKHDAQVWAPNKFRGESMSKMGKQCQISAADPPLLSNDSGMVAQAKCLPVDRELANMDTESIPKKANSPAGFQPSYGSEEGTNMGSWYRARPVPKGEAYENSDFKWADKPSGSPSFWNRDEASTRFRPRKSMKANNRFRHMAKQEANTMPRHKNKQEFYNISSSDSEDESGKTPWFWPKDKTKVWSKPKEEPNSRSWFRSKKEVRVESTSGSECE.... Result: 0 (no interaction). (4) The miRNA is mmu-miR-10a-5p with sequence UACCCUGUAGAUCCGAAUUUGUG. The protein sequence of the target gene is MVNSLLFGEMALAFGCPPGGGGCAGGGGGGGAGPGPSPVTAALRDDLGSNIHLLKGLNVRFRCFLAKVHELERRNRLLEKQLEQQQSERDRRLRYKTFSREQAVQTGPELLRPSAAGSGQALGAATGVNANAVALGGLPPGGGSHPQHYGRLPGTIWSYTQVRRTGGGGVETVQGPGVSWVHPDGVGVQIDTITPEIRALYNVLAKVKRERDEYKRRWEEELAKRMNLQTMVDTLQEAAQEAEAIQEEMNEKIERLKAELVVFKGLMSDPMTDLDTKIQEKAMKVDMDICRRIDITAKLC.... Result: 1 (interaction).